Predict the reaction yield, written as a fraction of the theoretical maximum amount of product (1.0 means a 100% yield; for example, 0.34 means a 34% yield). From a dataset of Reaction yield outcomes from USPTO patents with 853,638 reactions. (1) The reactants are [CH2:1]([O:8][C:9]1[CH:17]=[C:16]([O:18][CH2:19][C:20]2[CH:25]=[CH:24][CH:23]=[CH:22][CH:21]=2)[C:15]([C:26]([CH3:28])=[CH2:27])=[CH:14][C:10]=1[C:11](O)=[O:12])[C:2]1[CH:7]=[CH:6][CH:5]=[CH:4][CH:3]=1.Cl.C(N=C=N)C.ON1C2C=CC=CC=2N=N1.Cl.Cl.[CH2:47]1[C:55]2[C:50](=[CH:51][C:52]([C:56]3([OH:63])[CH2:61][CH2:60][N:59]([CH3:62])[CH2:58][CH2:57]3)=[CH:53][CH:54]=2)[CH2:49][NH:48]1.C(N(CC)CC)C. The catalyst is CN(C=O)C. The product is [CH2:1]([O:8][C:9]1[CH:17]=[C:16]([O:18][CH2:19][C:20]2[CH:21]=[CH:22][CH:23]=[CH:24][CH:25]=2)[C:15]([C:26]([CH3:28])=[CH2:27])=[CH:14][C:10]=1[C:11]([N:48]1[CH2:49][C:50]2[C:55](=[CH:54][CH:53]=[C:52]([C:56]3([OH:63])[CH2:61][CH2:60][N:59]([CH3:62])[CH2:58][CH2:57]3)[CH:51]=2)[CH2:47]1)=[O:12])[C:2]1[CH:3]=[CH:4][CH:5]=[CH:6][CH:7]=1. The yield is 0.690. (2) The reactants are S(Cl)(Cl)=O.O(C(CC)C(O)=O)C1C=CC=CC=1.O(C(CC)C(Cl)=O)C1C=CC=CC=1.[O:31]([CH:38]([CH2:44][CH3:45])[C:39]([N:41]=[C:42]=[S:43])=[O:40])[C:32]1[CH:37]=[CH:36][CH:35]=[CH:34][CH:33]=1.[Cl:46][C:47]1[CH:48]=[C:49]([CH:51]=[CH:52][C:53]=1[O:54][C:55]1[C:64]2[C:59](=[CH:60][C:61]([O:67][CH3:68])=[C:62]([O:65][CH3:66])[CH:63]=2)[N:58]=[CH:57][CH:56]=1)[NH2:50]. The catalyst is C(O)C.C1(C)C=CC=CC=1. The product is [Cl:46][C:47]1[CH:48]=[C:49]([NH:50][C:42]([NH:41][C:39](=[O:40])[CH:38]([O:31][C:32]2[CH:37]=[CH:36][CH:35]=[CH:34][CH:33]=2)[CH2:44][CH3:45])=[S:43])[CH:51]=[CH:52][C:53]=1[O:54][C:55]1[C:64]2[C:59](=[CH:60][C:61]([O:67][CH3:68])=[C:62]([O:65][CH3:66])[CH:63]=2)[N:58]=[CH:57][CH:56]=1. The yield is 0.270.